Dataset: Forward reaction prediction with 1.9M reactions from USPTO patents (1976-2016). Task: Predict the product of the given reaction. (1) Given the reactants C[O:2][C:3](=[O:24])[C:4]1[CH:9]=[C:8]([C:10]2[S:11][CH:12]=[C:13]([C:15]3[CH:20]=[CH:19][C:18]([Cl:21])=[C:17]([Cl:22])[CH:16]=3)[N:14]=2)[CH:7]=[CH:6][C:5]=1Br.[C:25]([C:27]1[CH:28]=[C:29](B(O)O)[CH:30]=[CH:31][CH:32]=1)#[N:26], predict the reaction product. The product is: [C:25]([C:27]1[CH:32]=[C:31]([C:5]2[C:4]([C:3]([OH:2])=[O:24])=[CH:9][C:8]([C:10]3[S:11][CH:12]=[C:13]([C:15]4[CH:20]=[CH:19][C:18]([Cl:21])=[C:17]([Cl:22])[CH:16]=4)[N:14]=3)=[CH:7][CH:6]=2)[CH:30]=[CH:29][CH:28]=1)#[N:26]. (2) Given the reactants [Cl:1][C:2]1[CH:3]=[C:4]2[C:8](=[CH:9][CH:10]=1)[N:7]([S:11]([C:14]1[CH:19]=[CH:18][C:17]([O:20][CH3:21])=[CH:16][C:15]=1[O:22][C:23]([F:26])([F:25])[F:24])(=[O:13])=[O:12])[C:6](=[O:27])[C:5]2([N:39]1[CH2:48][C@H:47]([OH:49])[CH2:46][C@H:40]1[C:41]([N:43]([CH3:45])[CH3:44])=[O:42])[C:28]1[CH:33]=[C:32]([CH2:34][CH:35]=O)[CH:31]=[CH:30][C:29]=1[O:37][CH3:38].[NH:50]1[CH2:54][CH2:53][CH2:52][CH2:51]1, predict the reaction product. The product is: [Cl:1][C:2]1[CH:3]=[C:4]2[C:8](=[CH:9][CH:10]=1)[N:7]([S:11]([C:14]1[CH:19]=[CH:18][C:17]([O:20][CH3:21])=[CH:16][C:15]=1[O:22][C:23]([F:24])([F:26])[F:25])(=[O:13])=[O:12])[C:6](=[O:27])[C:5]2([N:39]1[CH2:48][C@H:47]([OH:49])[CH2:46][C@H:40]1[C:41]([N:43]([CH3:44])[CH3:45])=[O:42])[C:28]1[CH:33]=[C:32]([CH2:34][CH2:35][N:50]2[CH2:54][CH2:53][CH2:52][CH2:51]2)[CH:31]=[CH:30][C:29]=1[O:37][CH3:38]. (3) Given the reactants CN(C=O)C.Br[CH2:7][C:8]([C:10]1[CH:15]=[CH:14][CH:13]=[CH:12][CH:11]=1)=[O:9].[C:16]1(=[O:26])[NH:20][C:19](=[O:21])[C:18]2=[CH:22][CH:23]=[CH:24][CH:25]=[C:17]12.[K], predict the reaction product. The product is: [O:9]=[C:8]([C:10]1[CH:15]=[CH:14][CH:13]=[CH:12][CH:11]=1)[CH2:7][N:20]1[C:16](=[O:26])[C:17]2[C:18](=[CH:22][CH:23]=[CH:24][CH:25]=2)[C:19]1=[O:21].